Task: Predict which catalyst facilitates the given reaction.. Dataset: Catalyst prediction with 721,799 reactions and 888 catalyst types from USPTO (1) Reactant: [CH:1]([C:4]1[S:8][C:7]([NH:9][C:10]([NH:12][C:13]2[CH:18]=[CH:17][CH:16]=[C:15]([N+:19]([O-])=O)[CH:14]=2)=[O:11])=[N:6][CH:5]=1)([CH3:3])[CH3:2].C(O)(=O)C.O. Product: [CH:1]([C:4]1[S:8][C:7]([NH:9][C:10]([NH:12][C:13]2[CH:18]=[CH:17][CH:16]=[C:15]([NH2:19])[CH:14]=2)=[O:11])=[N:6][CH:5]=1)([CH3:3])[CH3:2]. The catalyst class is: 186. (2) Reactant: [I:1][C:2]1[CH:7]=[CH:6][C:5]([OH:8])=[CH:4][CH:3]=1.C(=O)([O-])[O-].[Cs+].[Cs+].[Cl:15][CH2:16][CH2:17][CH2:18][CH2:19]I. Product: [Cl:15][CH2:16][CH2:17][CH2:18][CH2:19][O:8][C:5]1[CH:6]=[CH:7][C:2]([I:1])=[CH:3][CH:4]=1. The catalyst class is: 10. (3) Reactant: C([O:3][C:4](=[O:18])[CH2:5][C:6]1[N:11]=[C:10]([O:12][CH2:13][CH3:14])[CH:9]=[C:8]([O:15][CH2:16][CH3:17])[N:7]=1)C.[Li+].[OH-].Cl. Product: [CH2:16]([O:15][C:8]1[CH:9]=[C:10]([O:12][CH2:13][CH3:14])[N:11]=[C:6]([CH2:5][C:4]([OH:18])=[O:3])[N:7]=1)[CH3:17]. The catalyst class is: 1.